This data is from Forward reaction prediction with 1.9M reactions from USPTO patents (1976-2016). The task is: Predict the product of the given reaction. (1) Given the reactants [O:1]1[CH2:4][C:3](=O)[CH2:2]1.Cl.[CH2:7]([NH:9][C:10]([NH:12][C:13]1[CH:18]=[CH:17][C:16]([C:19]2[N:20]=[C:21]([N:30]3[CH2:35][CH2:34][O:33][CH2:32][CH2:31]3)[C:22]3[CH2:28][CH2:27][NH:26][CH:25]([CH3:29])[C:23]=3[N:24]=2)=[CH:15][CH:14]=1)=[O:11])[CH3:8].C(N(CC)C(C)C)(C)C.C(O[BH-](OC(=O)C)OC(=O)C)(=O)C.[Na+], predict the reaction product. The product is: [CH2:7]([NH:9][C:10]([NH:12][C:13]1[CH:14]=[CH:15][C:16]([C:19]2[N:20]=[C:21]([N:30]3[CH2:31][CH2:32][O:33][CH2:34][CH2:35]3)[C:22]3[CH2:28][CH2:27][N:26]([CH:3]4[CH2:2][O:1][CH2:4]4)[CH:25]([CH3:29])[C:23]=3[N:24]=2)=[CH:17][CH:18]=1)=[O:11])[CH3:8]. (2) Given the reactants [C:1]([O:5][C:6]([NH:8][C:9]1[CH:14]=[C:13]([C:15](=[CH:28][N:29](C)C)[C:16]([C:18]2[CH:23]=[CH:22][CH:21]=[C:20]([C:24]([F:27])([F:26])[F:25])[CH:19]=2)=O)[CH:12]=[CH:11][N:10]=1)=[O:7])([CH3:4])([CH3:3])[CH3:2].C(OC([NH:39]C1C=C(C(=CN(C)C)C(C2C=CC(F)=CC=2)=O)C=CN=1)=O)(C)(C)C, predict the reaction product. The product is: [C:1]([O:5][C:6]([NH:8][C:9]1[CH:14]=[C:13]([C:15]2[C:16]([C:18]3[CH:23]=[CH:22][CH:21]=[C:20]([C:24]([F:27])([F:26])[F:25])[CH:19]=3)=[N:39][NH:29][CH:28]=2)[CH:12]=[CH:11][N:10]=1)=[O:7])([CH3:4])([CH3:3])[CH3:2].